Predict the reactants needed to synthesize the given product. From a dataset of Full USPTO retrosynthesis dataset with 1.9M reactions from patents (1976-2016). (1) The reactants are: [Br:1][CH2:2][C:3]1[C:12]2[C:7](=[CH:8][CH:9]=[CH:10][CH:11]=2)[C:6]([C:13]#N)=[CH:5][CH:4]=1.CC(C[AlH]CC(C)C)C.Cl.[OH2:25]. Given the product [Br:1][CH2:2][C:3]1[C:12]2[C:7](=[CH:8][CH:9]=[CH:10][CH:11]=2)[C:6]([CH:13]=[O:25])=[CH:5][CH:4]=1, predict the reactants needed to synthesize it. (2) Given the product [F:14][C:2]1([F:1])[O:6][C:5]2[CH:7]=[CH:8][C:9]([CH2:11][OH:12])=[CH:10][C:4]=2[O:3]1, predict the reactants needed to synthesize it. The reactants are: [F:1][C:2]1([F:14])[O:6][C:5]2[CH:7]=[CH:8][C:9]([C:11](O)=[O:12])=[CH:10][C:4]=2[O:3]1.COCCO[AlH2-]OCCOC.[Na+].[OH-].[Na+]. (3) Given the product [CH:21]1([N:18]2[CH2:17][CH2:16][CH:15]([N:4]3[C:3](=[O:2])[C:11]4[C:10]([C:12]([NH2:14])=[O:13])=[CH:9][CH:8]=[CH:7][C:6]=4[CH2:5]3)[CH2:20][CH2:19]2)[CH2:26][CH2:25][CH2:24][CH2:23][CH2:22]1, predict the reactants needed to synthesize it. The reactants are: Cl.[O:2]=[C:3]1[C:11]2[C:10]([C:12]([NH2:14])=[O:13])=[CH:9][CH:8]=[CH:7][C:6]=2[CH2:5][N:4]1[CH:15]1[CH2:20][CH2:19][NH:18][CH2:17][CH2:16]1.[C:21]1(=O)[CH2:26][CH2:25][CH2:24][CH2:23][CH2:22]1.C([O-])(=O)C.[Na+].C([BH3-])#N.[Na+]. (4) Given the product [CH3:24][S:25]([O:1][CH2:2][C@H:3]1[N:13]2[C:14]3[N:5]([C:6](=[O:16])[CH:7]=[N:8][C:9]=3[CH:10]=[CH:11][C:12]2=[O:15])[CH2:4]1)(=[O:27])=[O:26], predict the reactants needed to synthesize it. The reactants are: [OH:1][CH2:2][C@H:3]1[N:13]2[C:14]3[N:5]([C:6](=[O:16])[CH:7]=[N:8][C:9]=3[CH:10]=[CH:11][C:12]2=[O:15])[CH2:4]1.CCN(CC)CC.[CH3:24][S:25](Cl)(=[O:27])=[O:26]. (5) Given the product [F:10][CH:9]([F:11])[C:4]1[C:5]([CH3:8])=[N:6][CH:7]=[C:2]([B:15]2[O:16][C:17]([CH3:19])([CH3:18])[C:13]([CH3:29])([CH3:12])[O:14]2)[CH:3]=1, predict the reactants needed to synthesize it. The reactants are: Br[C:2]1[CH:3]=[C:4]([CH:9]([F:11])[F:10])[C:5]([CH3:8])=[N:6][CH:7]=1.[CH3:12][C:13]1([CH3:29])[C:17]([CH3:19])([CH3:18])[O:16][B:15]([B:15]2[O:16][C:17]([CH3:19])([CH3:18])[C:13]([CH3:29])([CH3:12])[O:14]2)[O:14]1.ClCCl.C([O-])(=O)C.[K+]. (6) Given the product [CH3:1][O:2][C:3]1[C:8]([O:9][CH3:10])=[C:7]([O:11][Si:14]([C:17]([CH3:20])([CH3:19])[CH3:18])([CH3:16])[CH3:15])[C:6]([CH3:12])=[C:5]([Br:13])[N:4]=1, predict the reactants needed to synthesize it. The reactants are: [CH3:1][O:2][C:3]1[C:8]([O:9][CH3:10])=[C:7]([OH:11])[C:6]([CH3:12])=[C:5]([Br:13])[N:4]=1.[Si:14](Cl)([C:17]([CH3:20])([CH3:19])[CH3:18])([CH3:16])[CH3:15].N1C=CN=C1.